This data is from Forward reaction prediction with 1.9M reactions from USPTO patents (1976-2016). The task is: Predict the product of the given reaction. (1) Given the reactants [CH3:1][C:2]1[CH:8]=[CH:7][C:5]([NH2:6])=[CH:4][CH:3]=1.C([O-])(O)=O.[Na+].[I:14]I.OS([O-])=O.[Na+], predict the reaction product. The product is: [I:14][C:4]1[CH:3]=[C:2]([CH3:1])[CH:8]=[CH:7][C:5]=1[NH2:6]. (2) Given the reactants [Cl:1][C:2]1[C:3]2[CH:10]=[CH:9][N:8]([C@H:11]3[C@@H:15]4[O:16][C:17]([CH3:20])([CH3:19])[O:18][C@@H:14]4[C@@H:13]([CH2:21]O)[CH2:12]3)[C:4]=2[N:5]=[CH:6][N:7]=1.C1C=CC(P(C2C=CC=CC=2)C2C=CC=CC=2)=CC=1.C1C=CC(OP(OC2C=CC=CC=2)([N:51]=[N+:52]=[N-:53])=O)=CC=1, predict the reaction product. The product is: [N:51]([CH2:21][C@@H:13]1[C@H:14]2[O:18][C:17]([CH3:19])([CH3:20])[O:16][C@H:15]2[C@H:11]([N:8]2[C:4]3[N:5]=[CH:6][N:7]=[C:2]([Cl:1])[C:3]=3[CH:10]=[CH:9]2)[CH2:12]1)=[N+:52]=[N-:53]. (3) Given the reactants [CH:1]([N:14]1[CH2:17][C:16]([C:19]2[C:23]3[CH:24]=[CH:25][CH:26]=[CH:27][C:22]=3[O:21][CH:20]=2)(Cl)[CH2:15]1)([C:8]1[CH:13]=[CH:12][CH:11]=[CH:10][CH:9]=1)[C:2]1[CH:7]=[CH:6][CH:5]=[CH:4][CH:3]=1.C(N(CC)CC)C, predict the reaction product. The product is: [CH:1]([N:14]1[CH2:17][CH:16]([C:19]2[C:23]3[CH:24]=[CH:25][CH:26]=[CH:27][C:22]=3[O:21][CH:20]=2)[CH2:15]1)([C:2]1[CH:3]=[CH:4][CH:5]=[CH:6][CH:7]=1)[C:8]1[CH:13]=[CH:12][CH:11]=[CH:10][CH:9]=1. (4) The product is: [CH3:36][O:5][C:4](=[O:6])[C:3]1[CH:7]=[CH:8][C:9]([NH:11][C:12]([C:14]2[CH:23]=[C:22]3[C:17]([CH2:18][CH2:19][CH2:20][N:21]3[S:24]([C:27]3[CH:32]=[C:31]([Cl:33])[CH:30]=[C:29]([Cl:34])[CH:28]=3)(=[O:26])=[O:25])=[CH:16][CH:15]=2)=[O:13])=[CH:10][C:2]=1[Cl:1]. Given the reactants [Cl:1][C:2]1[CH:10]=[C:9]([NH:11][C:12]([C:14]2[CH:23]=[C:22]3[C:17]([CH2:18][CH2:19][CH2:20][N:21]3[S:24]([C:27]3[CH:32]=[C:31]([Cl:33])[CH:30]=[C:29]([Cl:34])[CH:28]=3)(=[O:26])=[O:25])=[CH:16][CH:15]=2)=[O:13])[CH:8]=[CH:7][C:3]=1[C:4]([OH:6])=[O:5].Cl[C:36]1C=C(S(Cl)(=O)=O)C=C(Cl)C=1, predict the reaction product. (5) Given the reactants [C:1]([O:5][C:6](=[O:35])[NH:7][CH2:8][CH2:9][CH2:10][N:11]1[C:20]2[CH:19]=[CH:18][C:17]([N+:21]([O-])=O)=[CH:16][C:15]=2[C:14]2=[N:24][N:25]([CH:28]3[CH2:33][CH2:32][CH2:31][CH2:30][O:29]3)[C:26]([CH3:27])=[C:13]2[C:12]1=[O:34])([CH3:4])([CH3:3])[CH3:2], predict the reaction product. The product is: [C:1]([O:5][C:6](=[O:35])[NH:7][CH2:8][CH2:9][CH2:10][N:11]1[C:20]2[CH:19]=[CH:18][C:17]([NH2:21])=[CH:16][C:15]=2[C:14]2=[N:24][N:25]([CH:28]3[CH2:33][CH2:32][CH2:31][CH2:30][O:29]3)[C:26]([CH3:27])=[C:13]2[C:12]1=[O:34])([CH3:4])([CH3:2])[CH3:3]. (6) Given the reactants [CH:1]1([CH2:7][C@@H:8]([NH2:22])[CH2:9][N:10]2[CH2:15][CH2:14][N:13]([C:16]3[N:21]=[CH:20][CH:19]=[CH:18][N:17]=3)[CH2:12][CH2:11]2)[CH2:6][CH2:5][CH2:4][CH2:3][CH2:2]1.C(N(CC)CC)C.[CH:30]1([C:36](Cl)=[O:37])[CH2:35][CH2:34][CH2:33][CH2:32][CH2:31]1, predict the reaction product. The product is: [CH:1]1([CH2:7][C@@H:8]([NH:22][C:36]([CH:30]2[CH2:35][CH2:34][CH2:33][CH2:32][CH2:31]2)=[O:37])[CH2:9][N:10]2[CH2:11][CH2:12][N:13]([C:16]3[N:21]=[CH:20][CH:19]=[CH:18][N:17]=3)[CH2:14][CH2:15]2)[CH2:6][CH2:5][CH2:4][CH2:3][CH2:2]1. (7) Given the reactants [N:1]1[C:6]2[CH2:7][NH:8][CH2:9][C:5]=2[C:4]([NH:10][C:11]2[CH:12]=[N:13][C:14]3[C:19]([CH:20]=2)=[CH:18][CH:17]=[CH:16][CH:15]=3)=[N:3][CH:2]=1.[N:21]1[CH:26]=[CH:25][C:24]([CH:27]=O)=[CH:23][CH:22]=1.ClCCCl.CO.C(O[BH-](OC(=O)C)OC(=O)C)(=O)C.[Na+], predict the reaction product. The product is: [N:21]1[CH:26]=[CH:25][C:24]([CH2:27][N:8]2[CH2:9][C:5]3[C:4]([NH:10][C:11]4[CH:12]=[N:13][C:14]5[C:19]([CH:20]=4)=[CH:18][CH:17]=[CH:16][CH:15]=5)=[N:3][CH:2]=[N:1][C:6]=3[CH2:7]2)=[CH:23][CH:22]=1. (8) Given the reactants [CH3:1][C@@H:2]1[N:7]2[C:8]3[C:17]4[C:12](=[CH:13][C:14]([CH2:18][CH2:19][S:20]([CH3:23])(=[O:22])=[O:21])=[CH:15][CH:16]=4)[N:11]=[CH:10][C:9]=3[N:24]=[C:6]2[CH2:5][O:4][CH2:3]1.C1C=C(Cl)C=C(C(OO)=O)C=1.[NH4+:36].[OH-].C1(C)C=CC(S(Cl)(=O)=O)=CC=1, predict the reaction product. The product is: [CH3:1][C@@H:2]1[N:7]2[C:8]3[C:17]4[C:12](=[CH:13][C:14]([CH2:18][CH2:19][S:20]([CH3:23])(=[O:21])=[O:22])=[CH:15][CH:16]=4)[N:11]=[C:10]([NH2:36])[C:9]=3[N:24]=[C:6]2[CH2:5][O:4][CH2:3]1. (9) Given the reactants [CH:1]1([CH2:7][O:8][C:9]2[C:10]([NH2:16])=[N:11][CH:12]=[C:13]([CH3:15])[CH:14]=2)[CH2:6][CH2:5][CH2:4][CH2:3][CH2:2]1.Cl[CH:18]([C:24](=O)[CH3:25])[C:19]([O:21][CH2:22][CH3:23])=[O:20].C(N(CC)CC)C.C(OC(C)C)(C)C, predict the reaction product. The product is: [CH:1]1([CH2:7][O:8][C:9]2[C:10]3[N:11]([C:18]([C:19]([O:21][CH2:22][CH3:23])=[O:20])=[C:24]([CH3:25])[N:16]=3)[CH:12]=[C:13]([CH3:15])[CH:14]=2)[CH2:2][CH2:3][CH2:4][CH2:5][CH2:6]1. (10) Given the reactants [OH-].[K+].[C:3](O)(=O)[CH2:4][SH:5].Br[CH2:9][CH2:10][CH2:11][CH2:12][CH2:13][CH2:14][CH2:15][CH2:16][CH2:17][CH2:18][CH2:19][C:20]#[C:21][CH3:22].Cl, predict the reaction product. The product is: [CH3:3][CH2:4][S:5][CH2:22][CH2:21][CH2:20][CH2:19][CH2:18][CH2:17][CH2:16][CH2:15][CH2:14][CH2:13][CH2:12][C:11]#[C:10][CH3:9].